This data is from Reaction yield outcomes from USPTO patents with 853,638 reactions. The task is: Predict the reaction yield, written as a fraction of the theoretical maximum amount of product (1.0 means a 100% yield; for example, 0.34 means a 34% yield). (1) The reactants are Br[C:2]1[CH:7]=[CH:6][C:5]([C:8]2[NH:12][C:11]([C@@H:13]3[CH2:17][C@@H:16]([C:18]#[N:19])[CH2:15][N:14]3[C:20](=[O:30])[C@@H:21]([NH:25][C:26](=[O:29])[O:27][CH3:28])[CH:22]([CH3:24])[CH3:23])=[N:10][CH:9]=2)=[CH:4][CH:3]=1.[O:31]=[C:32]1[CH:43]2[C:44]3[N:36]([CH:37]=[CH:38][C:39]=3[CH2:40][CH2:41][C@@H:42]2[NH:45][C:46](=[O:49])[O:47][CH3:48])[CH2:35][C@@H:34]([C:50]2[NH:51][C:52]([C:55]3[CH:60]=[CH:59][C:58](B4OC(C)(C)C(C)(C)O4)=[CH:57][CH:56]=3)=[CH:53][N:54]=2)[CH2:33]1.[O-]P([O-])([O-])=O.[K+].[K+].[K+].CC(OC1C=CC=C(OC(C)C)C=1C1C(P(C2CCCCC2)C2CCCCC2)=CC=CC=1)C. The catalyst is CC([O-])=O.CC([O-])=O.[Pd+2].CO.ClCCl.CCOC(C)=O.CCCCCC.CCCCO.O. The product is [CH3:48][O:47][C:46](=[O:49])[NH:45][C@@H:42]1[CH:43]2[C:32](=[O:31])[CH2:33][C@H:34]([C:50]3[NH:51][C:52]([C:55]4[CH:56]=[CH:57][C:58]([C:2]5[CH:7]=[CH:6][C:5]([C:8]6[NH:12][C:11]([C@@H:13]7[CH2:17][C@@H:16]([C:18]#[N:19])[CH2:15][N:14]7[C:20](=[O:30])[C@@H:21]([NH:25][C:26]([O:27][CH3:28])=[O:29])[CH:22]([CH3:24])[CH3:23])=[N:10][CH:9]=6)=[CH:4][CH:3]=5)=[CH:59][CH:60]=4)=[CH:53][N:54]=3)[CH2:35][N:36]3[C:44]2=[C:39]([CH:38]=[CH:37]3)[CH2:40][CH2:41]1. The yield is 0.0400. (2) The reactants are [CH3:1][C@H:2]([NH2:6])[CH2:3][S:4][CH3:5].[I:7][C:8]1[CH:18]=[CH:17][CH:16]=[C:10]2[C:11]([O:13][C:14](=[O:15])[C:9]=12)=[O:12]. The catalyst is C(#N)C. The product is [I:7][C:8]1[CH:18]=[CH:17][CH:16]=[C:10]([C:11]([OH:13])=[O:12])[C:9]=1[C:14]([NH:6][C@@H:2]([CH3:1])[CH2:3][S:4][CH3:5])=[O:15]. The yield is 0.352. (3) The reactants are [CH2:1]([O:8][C:9]1[CH:16]=[CH:15][C:12]([CH:13]=O)=[CH:11][C:10]=1[Cl:17])[C:2]1[CH:7]=[CH:6][CH:5]=[CH:4][CH:3]=1.[C:18]([NH:21][NH2:22])([NH2:20])=[NH:19].Cl. No catalyst specified. The product is [ClH:17].[CH2:1]([O:8][C:9]1[CH:16]=[CH:15][C:12]([CH:13]=[N:22][NH:21][C:18]([NH2:20])=[NH:19])=[CH:11][C:10]=1[Cl:17])[C:2]1[CH:7]=[CH:6][CH:5]=[CH:4][CH:3]=1. The yield is 0.770. (4) The yield is 0.990. The catalyst is ClCCl. The reactants are B(Br)(Br)Br.C[O:6][C:7]1[C:16]([S:17][CH3:18])=[CH:15][C:14]2[C:9](=[CH:10][CH:11]=[C:12]([CH:19]([CH3:24])[CH2:20][CH2:21][CH2:22]C)[CH:13]=2)[CH:8]=1. The product is [CH3:24][CH:19]([C:12]1[CH:13]=[C:14]2[C:9](=[CH:10][CH:11]=1)[CH:8]=[C:7]([OH:6])[C:16]([S:17][CH3:18])=[CH:15]2)[CH2:20][CH2:21][CH3:22]. (5) The reactants are Cl.[Cl:2][C:3]1[CH:8]=[CH:7][N:6]=[C:5]([C:9]([O:11]C)=O)[CH:4]=1.[NH2:13][CH2:14][CH2:15][N:16]1[CH2:21][CH2:20][O:19][CH2:18][CH2:17]1.O. The catalyst is C1COCC1. The product is [Cl:2][C:3]1[CH:8]=[CH:7][N:6]=[C:5]([C:9](=[O:11])[NH:13][CH2:14][CH2:15][N:16]2[CH2:21][CH2:20][O:19][CH2:18][CH2:17]2)[CH:4]=1. The yield is 0.950.